Dataset: Reaction yield outcomes from USPTO patents with 853,638 reactions. Task: Predict the reaction yield, written as a fraction of the theoretical maximum amount of product (1.0 means a 100% yield; for example, 0.34 means a 34% yield). The reactants are [Si:1]([O:8][C@@H:9]([C@H:14]1[CH2:18][O:17][C:16]([CH3:20])([CH3:19])[N:15]1[C:21]([O:23][C:24]([CH3:27])([CH3:26])[CH3:25])=[O:22])[C@@H:10]([CH3:13])[CH2:11]O)([C:4]([CH3:7])([CH3:6])[CH3:5])([CH3:3])[CH3:2].CC(OC(/N=N/C(OC(C)C)=O)=O)C.C1C=CC(P(C2C=CC=CC=2)C2C=CC=CC=2)=CC=1.C1C=CC(OP(OC2C=CC=CC=2)([N:70]=[N+:71]=[N-:72])=O)=CC=1. The catalyst is C1COCC1. The product is [N:70]([CH2:11][C@H:10]([CH3:13])[C@H:9]([C@H:14]1[CH2:18][O:17][C:16]([CH3:20])([CH3:19])[N:15]1[C:21]([O:23][C:24]([CH3:27])([CH3:26])[CH3:25])=[O:22])[O:8][Si:1]([C:4]([CH3:7])([CH3:6])[CH3:5])([CH3:3])[CH3:2])=[N+:71]=[N-:72]. The yield is 0.860.